This data is from Full USPTO retrosynthesis dataset with 1.9M reactions from patents (1976-2016). The task is: Predict the reactants needed to synthesize the given product. (1) Given the product [CH3:18][NH:20][CH:21]1[CH2:30][CH2:29][C:28]2[C:23](=[CH:11][CH:12]=[C:6]([CH2:5][N:4]3[CH2:1][CH2:3][CH2:2][CH2:7][CH2:8]3)[CH:9]=2)[CH2:22]1, predict the reactants needed to synthesize it. The reactants are: [CH:1]1([N:4]2[CH2:8][CH2:7][C:6]3([CH2:12][CH2:11]N[CH2:9]3)[CH2:5]2)[CH2:3][CH2:2]1.C(O[C:18]([NH:20][CH:21]1[CH2:30][CH2:29][C:28]2C=C(C(O)=O)C=C[C:23]=2[CH2:22]1)=O)(C)(C)C.CN(C(ON1N=NC2C=CC=NC1=2)=[N+](C)C)C.F[P-](F)(F)(F)(F)F.CCN(C(C)C)C(C)C.N1CCCCC1. (2) The reactants are: [Cl:1][C:2]1[CH:3]=[C:4]([NH:9][C:10]2[C:19]3[C:14](=[CH:15][C:16]([O:21][CH2:22][CH3:23])=[C:17]([OH:20])[CH:18]=3)[N:13]=[CH:12][N:11]=2)[CH:5]=[CH:6][C:7]=1[F:8].N1C=CC=CC=1.[F:30][C:31]([F:44])([F:43])[S:32](O[S:32]([C:31]([F:44])([F:43])[F:30])(=[O:34])=[O:33])(=[O:34])=[O:33]. Given the product [Cl:1][C:2]1[CH:3]=[C:4]([NH:9][C:10]2[C:19]3[C:14](=[CH:15][C:16]([O:21][CH2:22][CH3:23])=[C:17]([O:20][S:32]([C:31]([F:44])([F:43])[F:30])(=[O:34])=[O:33])[CH:18]=3)[N:13]=[CH:12][N:11]=2)[CH:5]=[CH:6][C:7]=1[F:8], predict the reactants needed to synthesize it.